Dataset: CYP2C19 inhibition data for predicting drug metabolism from PubChem BioAssay. Task: Regression/Classification. Given a drug SMILES string, predict its absorption, distribution, metabolism, or excretion properties. Task type varies by dataset: regression for continuous measurements (e.g., permeability, clearance, half-life) or binary classification for categorical outcomes (e.g., BBB penetration, CYP inhibition). Dataset: cyp2c19_veith. (1) The compound is CCOC(=O)c1[nH]c(C)c(/C(O)=C2\C(=O)C(=O)N(CCN3CCOCC3)C2c2cccs2)c1C. The result is 1 (inhibitor). (2) The compound is CCOC(=O)c1[nH]c2cc(OC)c(OC)cc2c1NC(=O)c1ccc2c(c1)OCO2. The result is 0 (non-inhibitor). (3) The molecule is CCc1c2c(nc3ccc(OC)cc13)OC(C)C2. The result is 0 (non-inhibitor). (4) The drug is CCN(CC)S(=O)(=O)c1ccc(OC)c(NC(=O)CSc2ccccc2)c1. The result is 1 (inhibitor). (5) The compound is COc1ccc2nc(SCC(=O)c3ccco3)[nH]c2c1. The result is 1 (inhibitor).